Dataset: Reaction yield outcomes from USPTO patents with 853,638 reactions. Task: Predict the reaction yield, written as a fraction of the theoretical maximum amount of product (1.0 means a 100% yield; for example, 0.34 means a 34% yield). (1) No catalyst specified. The yield is 0.800. The reactants are [CH:1]1([OH:6])[CH2:5][CH2:4][CH2:3][CH2:2]1.F[C:8]1[CH:13]=[CH:12][CH:11]=[CH:10][C:9]=1[N+:14]([O-:16])=[O:15].[CH:17]1([O:22][C:23]2[CH:29]=[CH:28][CH:27]=[CH:26][C:24]=2[NH2:25])[CH2:21][CH2:20][CH2:19][CH2:18]1.[NH2:30][C:31]1[S:32][CH:33]=[CH:34][N:35]=1. The product is [CH:1]1([O:6][C:8]2[CH:13]=[CH:12][CH:11]=[CH:10][C:9]=2[N+:14]([O-:16])=[O:15])[CH2:5][CH2:4][CH2:3][CH2:2]1.[CH:17]1([O:22][C:23]2[CH:29]=[CH:28][CH:27]=[CH:26][C:24]=2[NH:25][C:1]([NH:30][C:31]2[S:32][CH:33]=[CH:34][N:35]=2)=[O:6])[CH2:21][CH2:20][CH2:19][CH2:18]1. (2) The reactants are [F:1][C:2]1[CH:7]=[CH:6][C:5]([N:8]2[C:12]([CH2:13][O:14][C:15]3[CH:16]=[C:17]([C:21](O)=[O:22])[N:18]([CH3:20])[N:19]=3)=[C:11]([CH3:24])[N:10]=[N:9]2)=[CH:4][CH:3]=1.[NH2:25][N:26]1[CH2:31][CH2:30][O:29][CH2:28][CH2:27]1. No catalyst specified. The product is [N:26]1([NH:25][C:21]([C:17]2[N:18]([CH3:20])[N:19]=[C:15]([O:14][CH2:13][C:12]3[N:8]([C:5]4[CH:6]=[CH:7][C:2]([F:1])=[CH:3][CH:4]=4)[N:9]=[N:10][C:11]=3[CH3:24])[CH:16]=2)=[O:22])[CH2:31][CH2:30][O:29][CH2:28][CH2:27]1. The yield is 0.810. (3) No catalyst specified. The product is [CH3:1][C:2]1[CH:3]=[CH:4][C:5]([C:6]([N:8]2[CH2:13][CH2:12][CH2:11][C@@H:10]([NH:14][C:22](=[O:23])[C:21]3[CH:25]=[CH:26][C:18]([CH3:17])=[CH:19][CH:20]=3)[CH2:9]2)=[O:7])=[CH:15][CH:16]=1. The reactants are [CH3:1][C:2]1[CH:16]=[CH:15][C:5]([C:6]([N:8]2[CH2:13][CH2:12][CH2:11][C@@H:10]([NH2:14])[CH2:9]2)=[O:7])=[CH:4][CH:3]=1.[CH3:17][C:18]1[CH:26]=[CH:25][C:21]([C:22](Cl)=[O:23])=[CH:20][CH:19]=1.[OH-].[Na+]. The yield is 0.590. (4) The reactants are COC1C=C2C(N=CC(=O)N2)=CC=1.CS(OCCN1CC[C@@H](NC(OC(C)(C)C)=O)[C@H](OC)C1)(=O)=O.[H-].[Na+].[CH3:39][O:40][C@@H:41]1[C@H:46]([NH:47][C:48](=[O:54])[O:49][C:50]([CH3:53])([CH3:52])[CH3:51])[CH2:45][CH2:44][N:43]([CH2:55][CH2:56][N:57]2[C:66]3[C:61](=[CH:62][CH:63]=[C:64]([O:67][CH3:68])[CH:65]=3)[N:60]=[CH:59][C:58]2=[O:69])[CH2:42]1. No catalyst specified. The product is [CH3:39][O:40][C@H:41]1[C@H:46]([NH:47][C:48](=[O:54])[O:49][C:50]([CH3:53])([CH3:52])[CH3:51])[CH2:45][CH2:44][N:43]([CH2:55][CH2:56][N:57]2[C:66]3[C:61](=[CH:62][CH:63]=[C:64]([O:67][CH3:68])[CH:65]=3)[N:60]=[CH:59][C:58]2=[O:69])[CH2:42]1. The yield is 0.450. (5) The reactants are Br[C:2]1[CH:3]=[C:4]([Cl:20])[C:5]([CH2:8][N:9]2[C:17](=[O:18])[C:16]3[C:11](=[CH:12][CH:13]=[CH:14][CH:15]=3)[C:10]2=[O:19])=[N:6][CH:7]=1.C([O-])([O-])=O.[K+].[K+].[C:27]1(C)C=CC=C[CH:28]=1. The catalyst is C1C=CC([P]([Pd]([P](C2C=CC=CC=2)(C2C=CC=CC=2)C2C=CC=CC=2)([P](C2C=CC=CC=2)(C2C=CC=CC=2)C2C=CC=CC=2)[P](C2C=CC=CC=2)(C2C=CC=CC=2)C2C=CC=CC=2)(C2C=CC=CC=2)C2C=CC=CC=2)=CC=1. The product is [Cl:20][C:4]1[C:5]([CH2:8][N:9]2[C:17](=[O:18])[C:16]3[C:11](=[CH:12][CH:13]=[CH:14][CH:15]=3)[C:10]2=[O:19])=[N:6][CH:7]=[C:2]([CH:27]=[CH2:28])[CH:3]=1. The yield is 0.650. (6) The reactants are [Cl:1][C:2]1[CH:7]=[C:6]([CH:8]([C:10]2[C:15]([F:16])=[CH:14][CH:13]=[CH:12][C:11]=2[F:17])O)[C:5]([Cl:18])=[CH:4][N:3]=1.S(Cl)(Cl)=O.C(=O)(O)[O-].[Na+].[Cl:28][C:29]1[CH:34]=[CH:33][C:32]([S:35]([O-:37])=[O:36])=[CH:31][CH:30]=1.[Na+]. The catalyst is ClCCl.CN(C)C=O.C(OCC)(=O)C.CCCCCC. The product is [Cl:1][C:2]1[CH:7]=[C:6]([CH:8]([S:35]([C:32]2[CH:33]=[CH:34][C:29]([Cl:28])=[CH:30][CH:31]=2)(=[O:37])=[O:36])[C:10]2[C:15]([F:16])=[CH:14][CH:13]=[CH:12][C:11]=2[F:17])[C:5]([Cl:18])=[CH:4][N:3]=1. The yield is 0.660.